This data is from Full USPTO retrosynthesis dataset with 1.9M reactions from patents (1976-2016). The task is: Predict the reactants needed to synthesize the given product. (1) Given the product [ClH:1].[C:35]([C:34]1[CH:37]=[CH:38][C:31]([CH2:30][O:18][C:12]2[CH:11]=[C:10]3[C:15]([C:6]([NH:5][C:4]4[CH:19]=[C:20]([OH:24])[C:21]([CH3:23])=[CH:22][C:3]=4[F:2])=[N:7][CH:8]=[N:9]3)=[CH:14][C:13]=2[O:16][CH3:17])=[CH:32][CH:33]=1)#[N:36], predict the reactants needed to synthesize it. The reactants are: [ClH:1].[F:2][C:3]1[CH:22]=[C:21]([CH3:23])[C:20]([O:24]C(OC)=O)=[CH:19][C:4]=1[NH:5][C:6]1[C:15]2[C:10](=[CH:11][C:12]([OH:18])=[C:13]([O:16][CH3:17])[CH:14]=2)[N:9]=[CH:8][N:7]=1.Br[CH2:30][C:31]1[CH:38]=[CH:37][C:34]([C:35]#[N:36])=[CH:33][CH:32]=1.C(=O)([O-])[O-].[K+].[K+].CO. (2) Given the product [CH3:31][C:23]1[CH:22]=[CH:21][C:20]([C:18]2[N:6]3[N:5]=[CH:4][C:3]([C:7]([C:9]4[S:10][CH:11]=[CH:12][CH:13]=4)=[O:8])=[C:2]3[N:1]=[CH:16][CH:17]=2)=[CH:25][C:24]=1[N:26]([CH3:30])[C:27](=[O:29])[CH3:28], predict the reactants needed to synthesize it. The reactants are: [NH2:1][C:2]1[NH:6][N:5]=[CH:4][C:3]=1[C:7]([C:9]1[S:10][CH:11]=[CH:12][CH:13]=1)=[O:8].CN(C)[CH:16]=[CH:17][C:18]([C:20]1[CH:21]=[CH:22][C:23]([CH3:31])=[C:24]([N:26]([CH3:30])[C:27](=[O:29])[CH3:28])[CH:25]=1)=O.C(OCC)(=O)C. (3) The reactants are: [NH2:1][C:2]1[C:3]2[C:10]([C:11]3[CH:16]=[CH:15][C:14]([NH:17][C:18](=O)[O:19]C4C=CC=CC=4)=[C:13]([O:27][CH3:28])[CH:12]=3)=[CH:9][N:8]([CH:29]3[CH2:34][CH2:33][O:32][CH2:31][CH2:30]3)[C:4]=2[N:5]=[CH:6][N:7]=1.[Br:35][C:36]1[N:37]=[CH:38][S:39][C:40]=1[CH2:41][OH:42]. Given the product [NH2:1][C:2]1[C:3]2[C:10]([C:11]3[CH:16]=[CH:15][C:14]([NH:17][C:18](=[O:19])[O:42][CH2:41][C:40]4[S:39][CH:38]=[N:37][C:36]=4[Br:35])=[C:13]([O:27][CH3:28])[CH:12]=3)=[CH:9][N:8]([CH:29]3[CH2:34][CH2:33][O:32][CH2:31][CH2:30]3)[C:4]=2[N:5]=[CH:6][N:7]=1, predict the reactants needed to synthesize it. (4) Given the product [CH:1]12[CH2:10][CH:5]3[CH2:6][CH:7]([CH2:9][CH:3]([CH2:4]3)[CH:2]1[N:11]([CH:12]([CH3:14])[CH3:13])[C:27]([C:19]1[CH:18]=[N:17][N:16]([CH3:15])[C:20]=1[C:21]1[CH:22]=[CH:23][CH:24]=[CH:25][CH:26]=1)=[O:28])[CH2:8]2, predict the reactants needed to synthesize it. The reactants are: [CH:1]12[CH2:10][CH:5]3[CH2:6][CH:7]([CH2:9][CH:3]([CH2:4]3)[CH:2]1[NH:11][CH:12]([CH3:14])[CH3:13])[CH2:8]2.[CH3:15][N:16]1[C:20]([C:21]2[CH:26]=[CH:25][CH:24]=[CH:23][CH:22]=2)=[C:19]([C:27](O)=[O:28])[CH:18]=[N:17]1. (5) Given the product [NH2:24][C:8]1[N:7]=[C:6]([O:5][CH2:1][CH2:2][CH2:3][CH3:4])[N:14]=[C:13]2[C:9]=1[NH:10][C:11](=[O:22])[N:12]2[CH2:15][CH:16]1[CH2:21][CH2:20][CH2:19][CH2:18][O:17]1, predict the reactants needed to synthesize it. The reactants are: [CH2:1]([O:5][C:6]1[N:14]=[C:13]2[C:9]([N:10]=[C:11]([O:22]C)[N:12]2[CH2:15][CH:16]2[CH2:21][CH2:20][CH2:19][CH2:18][O:17]2)=[C:8]([NH2:24])[N:7]=1)[CH2:2][CH2:3][CH3:4].Cl.